From a dataset of Catalyst prediction with 721,799 reactions and 888 catalyst types from USPTO. Predict which catalyst facilitates the given reaction. Reactant: [CH3:1][N:2]([CH3:18])[C:3]1[CH:8]=[CH:7][N:6]=[C:5]([C:9]2[CH:14]=[C:13]([OH:15])[CH:12]=[C:11]([CH2:16]O)[N:10]=2)[CH:4]=1.S(Cl)([Cl:21])=O. Product: [Cl:21][CH2:16][C:11]1[N:10]=[C:9]([C:5]2[CH:4]=[C:3]([N:2]([CH3:18])[CH3:1])[CH:8]=[CH:7][N:6]=2)[CH:14]=[C:13]([OH:15])[CH:12]=1. The catalyst class is: 4.